From a dataset of NCI-60 drug combinations with 297,098 pairs across 59 cell lines. Regression. Given two drug SMILES strings and cell line genomic features, predict the synergy score measuring deviation from expected non-interaction effect. (1) Drug 1: CN(C(=O)NC(C=O)C(C(C(CO)O)O)O)N=O. Drug 2: COC1=C2C(=CC3=C1OC=C3)C=CC(=O)O2. Cell line: SNB-19. Synergy scores: CSS=4.49, Synergy_ZIP=4.82, Synergy_Bliss=2.12, Synergy_Loewe=0.363, Synergy_HSA=0.868. (2) Drug 1: C1=C(C(=O)NC(=O)N1)F. Drug 2: CN(C(=O)NC(C=O)C(C(C(CO)O)O)O)N=O. Cell line: OVCAR-4. Synergy scores: CSS=44.9, Synergy_ZIP=1.35, Synergy_Bliss=-1.76, Synergy_Loewe=-13.5, Synergy_HSA=-1.88. (3) Drug 1: CC1=C(C(=O)C2=C(C1=O)N3CC4C(C3(C2COC(=O)N)OC)N4)N. Drug 2: C1CCC(C(C1)N)N.C(=O)(C(=O)[O-])[O-].[Pt+4]. Cell line: MOLT-4. Synergy scores: CSS=34.7, Synergy_ZIP=-1.79, Synergy_Bliss=-7.36, Synergy_Loewe=-23.5, Synergy_HSA=-10.5. (4) Cell line: SNB-75. Synergy scores: CSS=22.2, Synergy_ZIP=-4.71, Synergy_Bliss=-1.12, Synergy_Loewe=-0.216, Synergy_HSA=-0.219. Drug 2: CCCCC(=O)OCC(=O)C1(CC(C2=C(C1)C(=C3C(=C2O)C(=O)C4=C(C3=O)C=CC=C4OC)O)OC5CC(C(C(O5)C)O)NC(=O)C(F)(F)F)O. Drug 1: C1=C(C(=O)NC(=O)N1)F. (5) Drug 1: CCC1=C2CN3C(=CC4=C(C3=O)COC(=O)C4(CC)O)C2=NC5=C1C=C(C=C5)O. Drug 2: C1C(C(OC1N2C=NC3=C2NC=NCC3O)CO)O. Cell line: SK-MEL-28. Synergy scores: CSS=20.8, Synergy_ZIP=-7.89, Synergy_Bliss=-1.68, Synergy_Loewe=-24.0, Synergy_HSA=-1.67. (6) Drug 1: CC1=C(C(CCC1)(C)C)C=CC(=CC=CC(=CC(=O)O)C)C. Drug 2: C1=NC2=C(N1)C(=S)N=CN2. Cell line: NCI-H322M. Synergy scores: CSS=46.5, Synergy_ZIP=-3.02, Synergy_Bliss=-1.26, Synergy_Loewe=-2.75, Synergy_HSA=2.68. (7) Drug 1: C(=O)(N)NO. Drug 2: C1=NNC2=C1C(=O)NC=N2. Cell line: 786-0. Synergy scores: CSS=-3.10, Synergy_ZIP=1.17, Synergy_Bliss=0.622, Synergy_Loewe=-4.16, Synergy_HSA=-3.08. (8) Drug 1: C1=CC(=CC=C1CCCC(=O)O)N(CCCl)CCCl. Drug 2: CC=C1C(=O)NC(C(=O)OC2CC(=O)NC(C(=O)NC(CSSCCC=C2)C(=O)N1)C(C)C)C(C)C. Cell line: OVCAR-8. Synergy scores: CSS=54.2, Synergy_ZIP=-4.29, Synergy_Bliss=-0.519, Synergy_Loewe=-8.84, Synergy_HSA=1.98. (9) Drug 1: CC1=C2C(C(=O)C3(C(CC4C(C3C(C(C2(C)C)(CC1OC(=O)C(C(C5=CC=CC=C5)NC(=O)OC(C)(C)C)O)O)OC(=O)C6=CC=CC=C6)(CO4)OC(=O)C)O)C)O. Drug 2: C1C(C(OC1N2C=NC3=C2NC=NCC3O)CO)O. Cell line: HOP-92. Synergy scores: CSS=-3.70, Synergy_ZIP=-1.64, Synergy_Bliss=-10.4, Synergy_Loewe=-4.38, Synergy_HSA=-12.9. (10) Drug 1: C1=NC2=C(N=C(N=C2N1C3C(C(C(O3)CO)O)O)F)N. Drug 2: C1=NC(=NC(=O)N1C2C(C(C(O2)CO)O)O)N. Synergy scores: CSS=1.78, Synergy_ZIP=-3.21, Synergy_Bliss=-4.62, Synergy_Loewe=-9.62, Synergy_HSA=-6.65. Cell line: MCF7.